This data is from Reaction yield outcomes from USPTO patents with 853,638 reactions. The task is: Predict the reaction yield, written as a fraction of the theoretical maximum amount of product (1.0 means a 100% yield; for example, 0.34 means a 34% yield). (1) The product is [F:35][C:34]([F:37])([F:36])[C:31]1[CH:32]=[CH:33][C:28]([NH:2][C:1]([C:4]2[CH:5]=[CH:6][C:7]([O:8][C:9]3[CH:18]=[C:17]4[C:12]([CH:13]([C:19]([O:21][CH3:22])=[O:20])[CH2:14][CH2:15][O:16]4)=[CH:11][C:10]=3[C:23]#[N:24])=[CH:25][CH:26]=2)=[O:3])=[N:29][CH:30]=1. The catalyst is COCCOC.C[C@@H](P(C(C)(C)C)C(C)(C)C)[C]1[C](P(C2CCCCC2)C2CCCCC2)[CH][CH][CH]1.[CH]1[CH][CH][CH][CH]1.[Fe].C([O-])(=O)C.[Pd+2].C([O-])(=O)C. The reactants are [C:1]([C:4]1[CH:26]=[CH:25][C:7]([O:8][C:9]2[CH:18]=[C:17]3[C:12]([CH:13]([C:19]([O:21][CH3:22])=[O:20])[CH2:14][CH2:15][O:16]3)=[CH:11][C:10]=2[C:23]#[N:24])=[CH:6][CH:5]=1)(=[O:3])[NH2:2].Cl[C:28]1[CH:33]=[CH:32][C:31]([C:34]([F:37])([F:36])[F:35])=[CH:30][N:29]=1.C(=O)([O-])[O-].[Cs+].[Cs+]. The yield is 0.110. (2) The reactants are [CH3:1][O:2][C:3](=[O:23])[C:4]1[CH:9]=[C:8](B2OC(C)(C)C(C)(C)O2)[CH:7]=[C:6]([N+:19]([O-:21])=[O:20])[C:5]=1[NH2:22].CC1C([N:31]2[C:36]([CH3:37])=[CH:35][C:34](OS(C(F)(F)F)(=O)=O)=[CH:33][C:32]2=O)=NC=CC=1.[C:47](=[O:50])([O-])[O-].[Na+].[Na+]. The catalyst is COCCOC.Cl[Pd](Cl)([P](C1C=CC=CC=1)(C1C=CC=CC=1)C1C=CC=CC=1)[P](C1C=CC=CC=1)(C1C=CC=CC=1)C1C=CC=CC=1. The product is [CH3:1][O:2][C:3](=[O:23])[C:4]1[CH:9]=[C:8]([C:6]2[CH:5]=[C:4]([CH3:9])[CH:3]([CH2:37][C:36]3[CH:35]=[CH:34][CH:33]=[CH:32][N:31]=3)[C:47](=[O:50])[CH:7]=2)[CH:7]=[C:6]([N+:19]([O-:21])=[O:20])[C:5]=1[NH2:22]. The yield is 0.890. (3) The reactants are [F:1][CH:2]([F:11])[C@@H:3]1[CH2:6][CH2:5][C@H:4]1[C:7]([O:9]C)=[O:8].[OH-].[Na+]. The catalyst is C1COCC1.CO.O. The product is [F:1][CH:2]([F:11])[C@@H:3]1[CH2:6][CH2:5][C@H:4]1[C:7]([OH:9])=[O:8]. The yield is 0.656. (4) The reactants are [Br:1][C:2]1[CH:7]=[CH:6][C:5]([CH:8]2[CH2:11][C:10](=[O:12])[CH2:9]2)=[CH:4][CH:3]=1.[H-].[Al+3].[Li+].[H-].[H-].[H-]. The catalyst is CCOCC. The product is [Br:1][C:2]1[CH:3]=[CH:4][C:5]([C@@H:8]2[CH2:9][C@H:10]([OH:12])[CH2:11]2)=[CH:6][CH:7]=1. The yield is 1.00.